From a dataset of Full USPTO retrosynthesis dataset with 1.9M reactions from patents (1976-2016). Predict the reactants needed to synthesize the given product. (1) Given the product [CH3:14][C:4]1[C:3](=[C:15]([NH:24][NH:23][C:21](=[O:22])[C:20]2[CH:25]=[CH:26][C:27]([OH:29])=[CH:28][C:19]=2[OH:18])[CH3:16])[C:2](=[O:1])[N:6]([C:7]2[CH:12]=[CH:11][C:10]([I:13])=[CH:9][CH:8]=2)[N:5]=1, predict the reactants needed to synthesize it. The reactants are: [OH:1][C:2]1[N:6]([C:7]2[CH:12]=[CH:11][C:10]([I:13])=[CH:9][CH:8]=2)[N:5]=[C:4]([CH3:14])[C:3]=1[C:15](=O)[CH3:16].[OH:18][C:19]1[CH:28]=[C:27]([OH:29])[CH:26]=[CH:25][C:20]=1[C:21]([NH:23][NH2:24])=[O:22]. (2) Given the product [N:18]1([CH2:23][CH2:24][NH:25][C:26]([C:28]2[C:32]([CH3:33])=[C:31]([CH:34]=[C:10]3[C:9]4[C:13](=[CH:14][CH:15]=[CH:16][C:8]=4[C:4]4[CH:5]=[CH:6][CH:7]=[C:2]([Cl:1])[CH:3]=4)[NH:12][C:11]3=[O:17])[NH:30][C:29]=2[CH3:36])=[O:27])[CH:22]=[CH:21][N:20]=[N:19]1, predict the reactants needed to synthesize it. The reactants are: [Cl:1][C:2]1[CH:3]=[C:4]([C:8]2[CH:16]=[CH:15][CH:14]=[C:13]3[C:9]=2[CH2:10][C:11](=[O:17])[NH:12]3)[CH:5]=[CH:6][CH:7]=1.[N:18]1([CH2:23][CH2:24][NH:25][C:26]([C:28]2[C:32]([CH3:33])=[C:31]([CH:34]=O)[NH:30][C:29]=2[CH3:36])=[O:27])[CH:22]=[CH:21][N:20]=[N:19]1. (3) Given the product [NH2:1][C:2]1[C:3]2[C:10]([C:11]3[CH:12]=[CH:13][C:14]([O:17][C:18]4[CH:19]=[CH:20][CH:21]=[CH:22][CH:23]=4)=[CH:15][CH:16]=3)=[CH:9][N:8]([C@H:24]3[CH2:29][CH2:28][C@H:27]([N:31]4[CH2:35][CH2:34][CH2:33][C@H:32]4[CH2:36][OH:37])[CH2:26][CH2:25]3)[C:4]=2[N:5]=[CH:6][N:7]=1, predict the reactants needed to synthesize it. The reactants are: [NH2:1][C:2]1[C:3]2[C:10]([C:11]3[CH:16]=[CH:15][C:14]([O:17][C:18]4[CH:23]=[CH:22][CH:21]=[CH:20][CH:19]=4)=[CH:13][CH:12]=3)=[CH:9][N:8]([CH:24]3[CH2:29][CH2:28][C:27](=O)[CH2:26][CH2:25]3)[C:4]=2[N:5]=[CH:6][N:7]=1.[NH:31]1[CH2:35][CH2:34][CH2:33][C@H:32]1[CH2:36][OH:37].[BH4-].[Na+].O. (4) Given the product [C:16]([C:20]1[N:25]=[C:24]([O:26][CH3:27])[C:23]([CH:28]=[CH:29][C:30]([NH:7][CH2:6][C:5]2[CH:8]=[CH:9][C:10]([NH:11][S:12]([CH3:15])(=[O:14])=[O:13])=[C:3]([F:2])[CH:4]=2)=[O:31])=[CH:22][CH:21]=1)([CH3:19])([CH3:17])[CH3:18], predict the reactants needed to synthesize it. The reactants are: Cl.[F:2][C:3]1[CH:4]=[C:5]([CH:8]=[CH:9][C:10]=1[NH:11][S:12]([CH3:15])(=[O:14])=[O:13])[CH2:6][NH2:7].[C:16]([C:20]1[N:25]=[C:24]([O:26][CH3:27])[C:23]([CH:28]=[CH:29][C:30](O)=[O:31])=[CH:22][CH:21]=1)([CH3:19])([CH3:18])[CH3:17].CN1C(=O)CCC1.